Dataset: Catalyst prediction with 721,799 reactions and 888 catalyst types from USPTO. Task: Predict which catalyst facilitates the given reaction. (1) Reactant: [NH2:1][C:2]1[CH:10]=[CH:9][CH:8]=[C:7]([CH3:11])[C:3]=1[C:4]([OH:6])=[O:5].[CH2:12]=[C:13]1[O:17][C:15](=O)[CH2:14]1.C(Cl)(Cl)(Cl)Cl.C(OC(=O)C)(=O)C. Product: [CH3:11][C:7]1[C:3]2[C:4](=[O:6])[O:5][C:15]([CH2:14][C:13](=[O:17])[CH3:12])=[N:1][C:2]=2[CH:10]=[CH:9][CH:8]=1. The catalyst class is: 21. (2) The catalyst class is: 882. Reactant: [CH3:1][N:2]1[CH2:9][C@@H:8]2[C@@H:4]([NH:5][CH2:6][CH2:7]2)[CH2:3]1.[Br:10][C:11]1[CH:16]=[CH:15][C:14]([C:14]2[CH:15]=[CH:16][C:11]([Br:10])=[CH:12][CH:13]=2)=[CH:13][CH:12]=1.C1(P(C2C=CC=CC=2)C2C=CC3C(=CC=CC=3)C=2C2C3C(=CC=CC=3)C=CC=2P(C2C=CC=CC=2)C2C=CC=CC=2)C=CC=CC=1.CC(C)([O-])C.[Na+]. Product: [Br:10][C:11]1[CH:16]=[CH:15][C:14]([N:5]2[CH2:6][CH2:7][C@@H:8]3[CH2:9][N:2]([CH3:1])[CH2:3][C@H:4]23)=[CH:13][CH:12]=1.